Dataset: Peptide-MHC class II binding affinity with 134,281 pairs from IEDB. Task: Regression. Given a peptide amino acid sequence and an MHC pseudo amino acid sequence, predict their binding affinity value. This is MHC class II binding data. (1) The binding affinity (normalized) is 0.0265. The peptide sequence is ASSDITAQLSQLISL. The MHC is DRB1_1101 with pseudo-sequence DRB1_1101. (2) The peptide sequence is DMGFDAAALAPEHQP. The MHC is HLA-DPA10301-DPB10402 with pseudo-sequence HLA-DPA10301-DPB10402. The binding affinity (normalized) is 0. (3) The peptide sequence is PRSLFPEFSELFAAF. The MHC is HLA-DPA10201-DPB10501 with pseudo-sequence HLA-DPA10201-DPB10501. The binding affinity (normalized) is 0.363. (4) The peptide sequence is DMRLLSLAVSSAVPT. The MHC is DRB1_0701 with pseudo-sequence DRB1_0701. The binding affinity (normalized) is 0.733.